Dataset: Reaction yield outcomes from USPTO patents with 853,638 reactions. Task: Predict the reaction yield, written as a fraction of the theoretical maximum amount of product (1.0 means a 100% yield; for example, 0.34 means a 34% yield). (1) The yield is 0.190. The reactants are [CH2:1]([C:3]1[N:4]([C:28]2[CH:33]=[CH:32][C:31]([OH:34])=[CH:30][CH:29]=2)[C:5](=[O:27])[C:6]([CH2:12][C:13]2[CH:18]=[CH:17][C:16]([C:19]3[C:20]([C:25]#[N:26])=[CH:21][CH:22]=[CH:23][CH:24]=3)=[CH:15][CH:14]=2)=[C:7]([CH2:9][CH2:10][CH3:11])[N:8]=1)[CH3:2].[CH3:35][C:36]1([OH:43])[CH2:41][CH2:40][CH:39](O)[CH2:38][CH2:37]1.C1(P(C2C=CC=CC=2)C2C=CC=CC=2)C=CC=CC=1.[N:64]([C:65]([O:67]C(C)C)=[O:66])=[N:64][C:65]([O:67]C(C)C)=[O:66]. The product is [CH2:1]([C:3]1[N:4]([C:28]2[CH:33]=[CH:32][C:31]([O:34][CH:39]3[CH2:40][CH2:41][C:36]([OH:43])([CH3:35])[CH2:37][CH2:38]3)=[CH:30][CH:29]=2)[C:5](=[O:27])[C:6]([CH2:12][C:13]2[CH:18]=[CH:17][C:16]([C:19]3[CH:24]=[CH:23][CH:22]=[CH:21][C:20]=3[C:25]3[NH:64][C:65](=[O:66])[O:67][N:26]=3)=[CH:15][CH:14]=2)=[C:7]([CH2:9][CH2:10][CH3:11])[N:8]=1)[CH3:2]. The catalyst is O1CCCC1.O.C(OCC)(=O)C. (2) The reactants are C[O:2][C:3](=[O:22])[CH2:4][CH2:5][C:6]1[CH:11]=[CH:10][C:9]([O:12][C:13]2[CH:18]=[CH:17][C:16]([F:19])=[C:15](Br)[CH:14]=2)=[CH:8][C:7]=1[CH3:21].[Cl:23][C:24]1[CH:29]=[CH:28][C:27]([OH:30])=[C:26]([O:31][C:32]2[CH:37]=[CH:36][CH:35]=[CH:34][CH:33]=2)[CH:25]=1.CC(C)(C(=O)CC(=O)C(C)(C)C)C.C(=O)([O-])[O-].[Cs+].[Cs+].[OH-].[Na+]. The catalyst is CN1C(=O)CCC1.CO.[Cu]Cl. The product is [Cl:23][C:24]1[CH:29]=[CH:28][C:27]([O:30][C:15]2[CH:14]=[C:13]([CH:18]=[CH:17][C:16]=2[F:19])[O:12][C:9]2[CH:10]=[CH:11][C:6]([CH2:5][CH2:4][C:3]([OH:2])=[O:22])=[C:7]([CH3:21])[CH:8]=2)=[C:26]([O:31][C:32]2[CH:37]=[CH:36][CH:35]=[CH:34][CH:33]=2)[CH:25]=1. The yield is 0.110. (3) The reactants are [CH2:1]([O:3][C:4](=[O:13])[C:5]1[CH:10]=[C:9]([CH3:11])[C:8](Cl)=[N:7][CH:6]=1)[CH3:2].[NH2:14][C:15]1[CH:16]=[N:17][C:18]([CH3:21])=[CH:19][CH:20]=1.C(=O)([O-])[O-].[K+].[K+].CCOC(C)=O. The catalyst is C1(C)C=CC=CC=1.CC([O-])=O.CC([O-])=O.[Pd+2].C1C=CC(P(C2C(C3C(P(C4C=CC=CC=4)C4C=CC=CC=4)=CC=C4C=3C=CC=C4)=C3C(C=CC=C3)=CC=2)C2C=CC=CC=2)=CC=1. The product is [CH2:1]([O:3][C:4](=[O:13])[C:5]1[CH:10]=[C:9]([CH3:11])[C:8]([NH:14][C:15]2[CH:16]=[N:17][C:18]([CH3:21])=[CH:19][CH:20]=2)=[N:7][CH:6]=1)[CH3:2]. The yield is 1.00. (4) The reactants are [CH2:1]([S:3]([C:6]1[CH:7]=[C:8]([C:12]2[CH:20]=[C:19]([C:21]#[N:22])[CH:18]=[C:17]3[C:13]=2[C:14]2[CH:26]=[C:25]([CH3:27])[CH:24]=[N:23][C:15]=2[NH:16]3)[CH:9]=[CH:10][CH:11]=1)(=[O:5])=[O:4])[CH3:2].[OH-:28].[K+].Cl. The catalyst is O1CCOCC1.OO. The product is [CH2:1]([S:3]([C:6]1[CH:7]=[C:8]([C:12]2[CH:20]=[C:19]([C:21]([NH2:22])=[O:28])[CH:18]=[C:17]3[C:13]=2[C:14]2[CH:26]=[C:25]([CH3:27])[CH:24]=[N:23][C:15]=2[NH:16]3)[CH:9]=[CH:10][CH:11]=1)(=[O:5])=[O:4])[CH3:2]. The yield is 0.470. (5) The reactants are [OH:1][NH2:2].C(O[C:6](=[O:30])[CH2:7][CH2:8][CH2:9][CH2:10][CH2:11][CH2:12][N:13]([C:20]1[N:21]=[CH:22][C:23]2[C:28]([CH:29]=1)=[CH:27][CH:26]=[CH:25][CH:24]=2)[C:14]1[CH:19]=[CH:18][CH:17]=[CH:16][N:15]=1)C. The catalyst is CN(C=O)C.CO. The product is [OH:1][NH:2][C:6](=[O:30])[CH2:7][CH2:8][CH2:9][CH2:10][CH2:11][CH2:12][N:13]([C:20]1[N:21]=[CH:22][C:23]2[C:28]([CH:29]=1)=[CH:27][CH:26]=[CH:25][CH:24]=2)[C:14]1[CH:19]=[CH:18][CH:17]=[CH:16][N:15]=1. The yield is 0.540.